Dataset: TCR-epitope binding with 47,182 pairs between 192 epitopes and 23,139 TCRs. Task: Binary Classification. Given a T-cell receptor sequence (or CDR3 region) and an epitope sequence, predict whether binding occurs between them. (1) The epitope is SLVKPSFYV. The TCR CDR3 sequence is CASSQGQGSGELFF. Result: 1 (the TCR binds to the epitope). (2) The epitope is NEGVKAAW. The TCR CDR3 sequence is CASSPGQGTDTQYF. Result: 1 (the TCR binds to the epitope).